From a dataset of Forward reaction prediction with 1.9M reactions from USPTO patents (1976-2016). Predict the product of the given reaction. (1) Given the reactants [F:1][C:2]1[CH:27]=[CH:26][CH:25]=[C:24]([F:28])[C:3]=1[C:4]([N:6]1[C:11](=[O:12])[N:10]([C:13]2[CH:18]=[CH:17][C:16]([S:19][CH:20]([F:22])[F:21])=[CH:15][C:14]=2[F:23])[CH2:9][O:8][CH2:7]1)=[O:5].C1C=C(Cl)C=C(C(OO)=[O:37])C=1, predict the reaction product. The product is: [F:1][C:2]1[CH:27]=[CH:26][CH:25]=[C:24]([F:28])[C:3]=1[C:4]([N:6]1[C:11](=[O:12])[N:10]([C:13]2[CH:18]=[CH:17][C:16]([S:19]([CH:20]([F:22])[F:21])=[O:37])=[CH:15][C:14]=2[F:23])[CH2:9][O:8][CH2:7]1)=[O:5]. (2) The product is: [Cl:28][S:4]([CH2:5][C@H:6]1[O:12][CH2:11][CH2:10][N:9]([C:13]([O:15][C:16]([CH3:19])([CH3:18])[CH3:17])=[O:14])[CH2:8][C@H:7]1[C:20]1[CH:25]=[CH:24][C:23]([Cl:37])=[C:22]([Cl:27])[CH:21]=1)(=[O:35])=[O:39]. Given the reactants C([S:4][CH2:5][C@H:6]1[O:12][CH2:11][CH2:10][N:9]([C:13]([O:15][C:16]([CH3:19])([CH3:18])[CH3:17])=[O:14])[CH2:8][C@H:7]1[C:20]1[CH:25]=[CH:24][C:23](Cl)=[C:22]([Cl:27])[CH:21]=1)(=O)C.[ClH:28].ClN1C(=[O:35])CCC1=O.[Cl-:37].[Na+].[OH2:39], predict the reaction product. (3) Given the reactants [CH2:1]([O:5][C:6]1[N:14]=[C:13]2[C:9]([N:10]=[C:11]([O:19][CH3:20])[N:12]2[CH2:15][CH2:16][CH2:17]Cl)=[C:8]([NH2:21])[N:7]=1)[CH2:2][CH2:3][CH3:4].[CH3:22][C:23]([N:26]1[CH2:31][CH2:30][NH:29][CH2:28][CH2:27]1)([CH3:25])[CH3:24], predict the reaction product. The product is: [CH2:1]([O:5][C:6]1[N:14]=[C:13]2[C:9]([N:10]=[C:11]([O:19][CH3:20])[N:12]2[CH2:15][CH2:16][CH2:17][N:29]2[CH2:30][CH2:31][N:26]([C:23]([CH3:25])([CH3:24])[CH3:22])[CH2:27][CH2:28]2)=[C:8]([NH2:21])[N:7]=1)[CH2:2][CH2:3][CH3:4]. (4) The product is: [F:15][C:16]([F:28])([F:29])[C:17]1[CH:22]=[CH:21][CH:20]=[CH:19][C:18]=1/[CH:23]=[CH:24]/[C:25]([NH:11][C:10]1[CH:12]=[CH:13][CH:14]=[C:8]([N:5]2[C:6]([CH3:7])=[C:2]([CH3:1])[N:3]=[CH:4]2)[CH:9]=1)=[O:26]. Given the reactants [CH3:1][C:2]1[N:3]=[CH:4][N:5]([C:8]2[CH:9]=[C:10]([CH:12]=[CH:13][CH:14]=2)[NH2:11])[C:6]=1[CH3:7].[F:15][C:16]([F:29])([F:28])[C:17]1[CH:22]=[CH:21][CH:20]=[CH:19][C:18]=1[CH:23]=[CH:24][C:25](O)=[O:26].Cl.C(N=C=NCCCN(C)C)C, predict the reaction product. (5) Given the reactants [NH:1]1[C:9]2[C:4](=[CH:5][CH:6]=[CH:7][CH:8]=2)[C:3](/[CH:10]=[CH:11]/[C:12]2[CH:17]=[CH:16][CH:15]=[CH:14][C:13]=2[NH2:18])=[N:2]1.N1C=CC=CC=1.[N:25]1[CH:30]=[CH:29][CH:28]=[C:27]2[C:31]([O:33][C:34](=[O:35])[C:26]=12)=[O:32].O.C1COCC1, predict the reaction product. The product is: [NH:1]1[C:9]2[C:4](=[CH:5][CH:6]=[CH:7][CH:8]=2)[C:3](/[CH:10]=[CH:11]/[C:12]2[CH:17]=[CH:16][CH:15]=[CH:14][C:13]=2[NH:18][C:34]([C:26]2[N:25]=[CH:30][CH:29]=[CH:28][C:27]=2[C:31]([OH:33])=[O:32])=[O:35])=[N:2]1.[NH:1]1[C:9]2[C:4](=[CH:5][CH:6]=[CH:7][CH:8]=2)[C:3](/[CH:10]=[CH:11]/[C:12]2[CH:17]=[CH:16][CH:15]=[CH:14][C:13]=2[NH:18][C:31]([C:27]2[C:26]([C:34]([OH:35])=[O:33])=[N:25][CH:30]=[CH:29][CH:28]=2)=[O:32])=[N:2]1. (6) Given the reactants Cl[C:2]1[CH:7]=[C:6]([NH:8]C(=O)OC(C)(C)C)[N:5]2[N:16]=[CH:17][C:18]([CH:19]=[O:20])=[C:4]2[N:3]=1.O1CCOCC1.[Cl:27][C:28]1[CH:29]=[C:30]([CH:32]=[CH:33][CH:34]=1)[NH2:31].O.C1(C)C=CC(S(O)(=O)=O)=CC=1, predict the reaction product. The product is: [NH2:8][C:6]1[N:5]2[N:16]=[CH:17][C:18]([CH:19]=[O:20])=[C:4]2[N:3]=[C:2]([NH:31][C:30]2[CH:32]=[CH:33][CH:34]=[C:28]([Cl:27])[CH:29]=2)[CH:7]=1. (7) Given the reactants C([N-]C(C)C)(C)C.[Li+].[CH3:9][O:10][CH:11]([O:21][CH3:22])[C:12](=NC1CCCCC1)[CH3:13].[Cl:23][C:24]1[CH:31]=[CH:30][CH:29]=[CH:28][C:25]=1[CH2:26]Br.Cl.C(=O)([O-])[O-:34].[K+].[K+], predict the reaction product. The product is: [Cl:23][C:24]1[CH:31]=[CH:30][CH:29]=[CH:28][C:25]=1[CH2:26][CH2:13][C:12](=[O:34])[CH:11]([O:21][CH3:22])[O:10][CH3:9].